From a dataset of Catalyst prediction with 721,799 reactions and 888 catalyst types from USPTO. Predict which catalyst facilitates the given reaction. Reactant: O.O.Cl.Cl.[NH2:5][N:6]=[CH:7][NH:8][O:9][CH2:10][CH2:11][NH:12][C:13](=[O:34])[CH2:14][N:15]1[C:20]([CH3:21])=[CH:19][N:18]=[C:17]([NH:22][CH2:23][C:24]([F:32])([F:31])[C:25]2[CH:30]=[CH:29][CH:28]=[CH:27][CH:26]=2)[C:16]1=[O:33].[OH-].[Na+].O.[Cl-].[Na+]. Product: [NH2:5][N:6]=[CH:7][NH:8][O:9][CH2:10][CH2:11][NH:12][C:13](=[O:34])[CH2:14][N:15]1[C:20]([CH3:21])=[CH:19][N:18]=[C:17]([NH:22][CH2:23][C:24]([F:32])([F:31])[C:25]2[CH:30]=[CH:29][CH:28]=[CH:27][CH:26]=2)[C:16]1=[O:33]. The catalyst class is: 5.